Dataset: Full USPTO retrosynthesis dataset with 1.9M reactions from patents (1976-2016). Task: Predict the reactants needed to synthesize the given product. (1) Given the product [C:25]1([NH:15][N:14]=[C:1]([C:8]2[CH:9]=[CH:10][CH:11]=[CH:12][CH:13]=2)[C:2]2[CH:7]=[CH:6][CH:5]=[CH:4][CH:3]=2)[C:26]2[C:21](=[CH:20][CH:19]=[CH:18][CH:17]=2)[CH:22]=[CH:23][CH:24]=1, predict the reactants needed to synthesize it. The reactants are: [C:1](=[N:14][NH2:15])([C:8]1[CH:13]=[CH:12][CH:11]=[CH:10][CH:9]=1)[C:2]1[CH:7]=[CH:6][CH:5]=[CH:4][CH:3]=1.Br[C:17]1[C:26]2[C:21](=[CH:22][CH:23]=[CH:24][CH:25]=2)[CH:20]=[CH:19][CH:18]=1.CC([O-])(C)C.[Na+]. (2) Given the product [C:2]1([C:36]2[CH:41]=[CH:40][CH:39]=[CH:38][CH:37]=2)[CH:7]=[CH:6][C:5]([C:8]2[N:12]([CH2:13][C:14]3[CH:27]=[CH:26][C:17]([C:18]([NH:20][CH2:21][CH2:22][C:23]([OH:25])=[O:24])=[O:19])=[CH:16][CH:15]=3)[N:11]=[C:10]([C:28]3[CH:33]=[C:32]([Cl:34])[CH:31]=[C:30]([Cl:35])[CH:29]=3)[CH:9]=2)=[CH:4][CH:3]=1, predict the reactants needed to synthesize it. The reactants are: Br[C:2]1[CH:7]=[CH:6][C:5]([C:8]2[N:12]([CH2:13][C:14]3[CH:27]=[CH:26][C:17]([C:18]([NH:20][CH2:21][CH2:22][C:23]([OH:25])=[O:24])=[O:19])=[CH:16][CH:15]=3)[N:11]=[C:10]([C:28]3[CH:33]=[C:32]([Cl:34])[CH:31]=[C:30]([Cl:35])[CH:29]=3)[CH:9]=2)=[CH:4][CH:3]=1.[C:36]1(B(O)O)[CH:41]=[CH:40][CH:39]=[CH:38][CH:37]=1.C([O-])([O-])=O.[Na+].[Na+]. (3) Given the product [C:10]([O:14][C:15]([N:17]1[CH2:22][CH2:21][CH:20]([NH:23][C:6]2[C:5]([F:9])=[CH:4][N:3]=[C:2]([Cl:1])[N:7]=2)[CH2:19][CH2:18]1)=[O:16])([CH3:13])([CH3:11])[CH3:12], predict the reactants needed to synthesize it. The reactants are: [Cl:1][C:2]1[N:7]=[C:6](Cl)[C:5]([F:9])=[CH:4][N:3]=1.[C:10]([O:14][C:15]([N:17]1[CH2:22][CH2:21][CH:20]([NH2:23])[CH2:19][CH2:18]1)=[O:16])([CH3:13])([CH3:12])[CH3:11].C(N(C(C)C)C(C)C)C. (4) Given the product [CH2:1]([NH:6][C:7](=[O:8])[N:10]([C:11]1[CH:12]=[C:13]([C:17]2[CH:22]=[CH:21][C:20](/[CH:23]=[C:24](\[CH2:30][CH3:31])/[C:25]([O:27][CH2:28][CH3:29])=[O:26])=[CH:19][CH:18]=2)[CH:14]=[CH:15][CH:16]=1)[CH3:9])[CH2:2][CH2:3][CH2:4][CH3:5], predict the reactants needed to synthesize it. The reactants are: [CH2:1]([N:6]=[C:7]=[O:8])[CH2:2][CH2:3][CH2:4][CH3:5].[CH3:9][NH:10][C:11]1[CH:12]=[C:13]([C:17]2[CH:22]=[CH:21][C:20](/[CH:23]=[C:24](\[CH2:30][CH3:31])/[C:25]([O:27][CH2:28][CH3:29])=[O:26])=[CH:19][CH:18]=2)[CH:14]=[CH:15][CH:16]=1. (5) Given the product [C:24]([OH:31])(=[O:30])/[CH:25]=[CH:26]/[C:27]([OH:29])=[O:28].[CH2:1]([NH:8][CH2:9][C@@H:10]1[O:23][C:14]2=[C:15]3[C:19](=[CH:20][CH:21]=[C:13]2[O:12][CH2:11]1)[NH:18][C:17](=[O:22])[CH2:16]3)[C:2]1[CH:3]=[CH:4][CH:5]=[CH:6][CH:7]=1, predict the reactants needed to synthesize it. The reactants are: [CH2:1]([NH:8][CH2:9][C@@H:10]1[O:23][C:14]2=[C:15]3[C:19](=[CH:20][CH:21]=[C:13]2[O:12][CH2:11]1)[NH:18][C:17](=[O:22])[CH2:16]3)[C:2]1[CH:7]=[CH:6][CH:5]=[CH:4][CH:3]=1.[C:24]([OH:31])(=[O:30])/[CH:25]=[CH:26]/[C:27]([OH:29])=[O:28]. (6) Given the product [Cl:1][C:2]1[S:3][CH:4]=[C:5]([C:7]([NH:10][C:11]2[C:16]([O:17][CH3:18])=[N:15][C:14]([NH:19][CH2:20][CH2:21][N:22]([CH3:30])[C:23](=[O:29])[O:24][C:25]([CH3:26])([CH3:27])[CH3:28])=[N:13][C:12]=2[O:31][CH3:32])=[O:9])[N:6]=1, predict the reactants needed to synthesize it. The reactants are: [Cl:1][C:2]1[S:3][CH:4]=[C:5]([C:7]([OH:9])=O)[N:6]=1.[NH2:10][C:11]1[C:12]([O:31][CH3:32])=[N:13][C:14]([NH:19][CH2:20][CH2:21][N:22]([CH3:30])[C:23](=[O:29])[O:24][C:25]([CH3:28])([CH3:27])[CH3:26])=[N:15][C:16]=1[O:17][CH3:18].C(C1C=CC(C)=C(C=1)OC1OC=C(C(NC2C(OC)=NC(NCCN(C)C(=O)OC(C)(C)C)=NC=2OC)=O)N=1)(C)(C)C. (7) The reactants are: Cl[C:2]1[CH:3]=[CH:4][C:5]([CH3:13])=[C:6]2[C:10]=1[C:9](=[O:11])[CH:8]([CH3:12])[CH2:7]2.[C:14]([C:18]1[CH:23]=[CH:22][C:21](B(O)O)=[CH:20][CH:19]=1)([CH3:17])([CH3:16])[CH3:15].C(=O)([O-])[O-].[Na+].[Na+].C(O)CO. Given the product [CH3:12][CH:8]1[CH2:7][C:6]2[C:10](=[C:2]([C:21]3[CH:22]=[CH:23][C:18]([C:14]([CH3:17])([CH3:16])[CH3:15])=[CH:19][CH:20]=3)[CH:3]=[CH:4][C:5]=2[CH3:13])[C:9]1=[O:11], predict the reactants needed to synthesize it.